Predict the reactants needed to synthesize the given product. From a dataset of Full USPTO retrosynthesis dataset with 1.9M reactions from patents (1976-2016). Given the product [Br:1][C:2]1[CH:3]=[C:4]([CH:5]=[CH:6][CH:7]=1)[CH2:8][NH:9][C:14](=[O:15])[CH2:13][CH2:12][O:11][CH3:10], predict the reactants needed to synthesize it. The reactants are: [Br:1][C:2]1[CH:3]=[C:4]([CH2:8][NH2:9])[CH:5]=[CH:6][CH:7]=1.[CH3:10][O:11][CH2:12][CH2:13][C:14](O)=[O:15].CN(C(ON1N=NC2C=CC=NC1=2)=[N+](C)C)C.F[P-](F)(F)(F)(F)F.CCN(C(C)C)C(C)C.